From a dataset of Forward reaction prediction with 1.9M reactions from USPTO patents (1976-2016). Predict the product of the given reaction. (1) Given the reactants [CH3:1][NH:2][CH2:3][CH2:4][CH2:5][CH2:6][CH2:7][CH2:8][CH2:9][CH2:10][CH2:11][CH2:12][CH2:13]O.[OH-:15].[Na+].[C:17](Cl)(=[O:20])[CH:18]=[CH2:19], predict the reaction product. The product is: [OH:15][CH2:13][CH2:12][CH2:11][CH2:10][CH2:9][CH2:8][CH2:7][CH2:6][CH2:5][CH2:4][CH2:3][N:2]([CH3:1])[C:17](=[O:20])[CH:18]=[CH2:19]. (2) Given the reactants C([O:8][C:9]1[CH:10]=[CH:11][C:12]2[C:13]3[C:14](=[N:20][N:21]([CH2:23][CH3:24])[CH:22]=3)[C:15]([NH2:19])=[N:16][C:17]=2[CH:18]=1)C1C=CC=CC=1, predict the reaction product. The product is: [NH2:19][C:15]1[C:14]2=[N:20][N:21]([CH2:23][CH3:24])[CH:22]=[C:13]2[C:12]2[CH:11]=[CH:10][C:9]([OH:8])=[CH:18][C:17]=2[N:16]=1.